From a dataset of Full USPTO retrosynthesis dataset with 1.9M reactions from patents (1976-2016). Predict the reactants needed to synthesize the given product. Given the product [CH2:22]([O:21][CH:4]([O:3][CH2:1][CH3:2])[C:5]1[O:13][C:12]2[C:11]([C:14]3[CH:19]=[CH:18][C:17]([O:20][CH:25]([CH3:27])[CH3:26])=[CH:16][CH:15]=3)=[CH:10][N:9]=[CH:8][C:7]=2[CH:6]=1)[CH3:23], predict the reactants needed to synthesize it. The reactants are: [CH2:1]([O:3][CH:4]([O:21][CH2:22][CH3:23])[C:5]1[O:13][C:12]2[C:11]([C:14]3[CH:19]=[CH:18][C:17]([OH:20])=[CH:16][CH:15]=3)=[CH:10][N:9]=[CH:8][C:7]=2[CH:6]=1)[CH3:2].I[CH:25]([CH3:27])[CH3:26].C(=O)([O-])[O-].[K+].[K+].